The task is: Predict which catalyst facilitates the given reaction.. This data is from Catalyst prediction with 721,799 reactions and 888 catalyst types from USPTO. (1) Reactant: [C:1]([S:4][C:5]([CH3:38])([CH3:37])[CH:6]([NH2:36])[C:7]([O:9][C@H:10]([C:21]1[CH:26]=[CH:25][C:24]([O:27][CH:28]([F:30])[F:29])=[C:23]([O:31][CH2:32][CH:33]2[CH2:35][CH2:34]2)[CH:22]=1)[CH2:11][C:12]1[C:17]([Cl:18])=[CH:16][N+:15]([O-:19])=[CH:14][C:13]=1[Cl:20])=[O:8])(=[O:3])[CH3:2].[C:39]1([S:45](Cl)(=[O:47])=[O:46])[CH:44]=[CH:43][CH:42]=[CH:41][CH:40]=1. Product: [C:1]([S:4][C:5]([CH3:38])([CH3:37])[CH:6]([NH:36][S:45]([C:39]1[CH:44]=[CH:43][CH:42]=[CH:41][CH:40]=1)(=[O:47])=[O:46])[C:7]([O:9][C@H:10]([C:21]1[CH:26]=[CH:25][C:24]([O:27][CH:28]([F:30])[F:29])=[C:23]([O:31][CH2:32][CH:33]2[CH2:35][CH2:34]2)[CH:22]=1)[CH2:11][C:12]1[C:13]([Cl:20])=[CH:14][N+:15]([O-:19])=[CH:16][C:17]=1[Cl:18])=[O:8])(=[O:3])[CH3:2]. The catalyst class is: 17. (2) Reactant: [NH2:1][CH:2]([CH2:4][CH2:5][CH2:6][CH3:7])[CH3:3].[CH:8](=O)[C:9]1[CH:14]=[CH:13][CH:12]=[CH:11][CH:10]=1. Product: [CH:8](=[N:1][CH:2]([CH2:4][CH2:5][CH2:6][CH3:7])[CH3:3])[C:9]1[CH:14]=[CH:13][CH:12]=[CH:11][CH:10]=1. The catalyst class is: 6. (3) Reactant: [C:1]1([NH:7][C:8](=[O:19])[CH2:9][CH2:10][CH2:11][CH2:12][CH2:13][NH:14][C:15](=[O:18])[CH2:16]Br)[CH:6]=[CH:5][CH:4]=[CH:3][CH:2]=1.[CH3:20][S-:21].[Na+]. Product: [C:1]1([NH:7][C:8](=[O:19])[CH2:9][CH2:10][CH2:11][CH2:12][CH2:13][NH:14][C:15](=[O:18])[CH2:16][S:21][CH3:20])[CH:6]=[CH:5][CH:4]=[CH:3][CH:2]=1. The catalyst class is: 8. (4) Reactant: [C:1]([O:5][C:6]([N:8]1C2CCC1CC(C#N)C2)=[O:7])([CH3:4])([CH3:3])[CH3:2].[OH-].[K+].[CH3:20][CH2:21]O.[C:23](O)(=O)[CH2:24][C:25]([CH2:30][C:31](O)=O)([C:27]([OH:29])=[O:28])O. Product: [C:1]([O:5][C:6]([N:8]1[CH:23]2[CH2:20][CH2:21][CH:31]1[CH2:30][CH:25]([C:27]([OH:29])=[O:28])[CH2:24]2)=[O:7])([CH3:4])([CH3:3])[CH3:2]. The catalyst class is: 6. (5) Reactant: [CH:1]([C:3]1[CH:10]=[CH:9][C:6]([C:7]#[N:8])=[CH:5][C:4]=1[O:11][CH3:12])=O.[S:13]1[C:17]2[CH:18]=[CH:19][CH:20]=[CH:21][C:16]=2[N:15]=[C:14]1[CH2:22][C:23]([CH3:25])=O.[NH2:26]/[C:27](/[CH3:31])=[CH:28]\[C:29]#[N:30]. Product: [S:13]1[C:17]2[CH:18]=[CH:19][CH:20]=[CH:21][C:16]=2[N:15]=[C:14]1[C:22]1[CH:1]([C:3]2[CH:10]=[CH:9][C:6]([C:7]#[N:8])=[CH:5][C:4]=2[O:11][CH3:12])[C:28]([C:29]#[N:30])=[C:27]([CH3:31])[NH:26][C:23]=1[CH3:25]. The catalyst class is: 32. (6) Reactant: [OH:1][C@H:2]1[CH2:6][N:5]([C:7](=[O:34])[C@@H:8]([NH:13][C:14](=[O:33])[CH2:15][O:16][CH2:17][CH2:18][CH2:19][CH2:20][CH2:21][NH:22][C:23]2[CH:32]=[CH:31][C:26]([C:27]([O:29]C)=[O:28])=[CH:25][CH:24]=2)[C:9]([CH3:12])([CH3:11])[CH3:10])[C@H:4]([C:35](=[O:51])[NH:36][C@H:37]([C:39]2[CH:44]=[CH:43][C:42]([C:45]3[S:49][CH:48]=[N:47][C:46]=3[CH3:50])=[CH:41][CH:40]=2)[CH3:38])[CH2:3]1.[OH-].[Na+]. Product: [OH:1][C@H:2]1[CH2:6][N:5]([C:7](=[O:34])[C@@H:8]([NH:13][C:14](=[O:33])[CH2:15][O:16][CH2:17][CH2:18][CH2:19][CH2:20][CH2:21][NH:22][C:23]2[CH:32]=[CH:31][C:26]([C:27]([OH:29])=[O:28])=[CH:25][CH:24]=2)[C:9]([CH3:10])([CH3:12])[CH3:11])[C@H:4]([C:35](=[O:51])[NH:36][C@H:37]([C:39]2[CH:44]=[CH:43][C:42]([C:45]3[S:49][CH:48]=[N:47][C:46]=3[CH3:50])=[CH:41][CH:40]=2)[CH3:38])[CH2:3]1. The catalyst class is: 5. (7) Reactant: Cl[C:2]1[CH:3]=[C:4]([CH:12]([CH2:24][CH:25]2[CH2:30][CH2:29][O:28][CH2:27][CH2:26]2)[C:13]([NH:15][C:16]2[CH:21]=[N:20][C:19]([C:22]#[N:23])=[CH:18][N:17]=2)=[O:14])[CH:5]=[CH:6][C:7]=1[S:8]([CH3:11])(=[O:10])=[O:9].[ClH:31].[NH2:32][OH:33].C(=O)([O-])[O-].[Na+].[Na+]. Product: [Cl:31][C:2]1[CH:3]=[C:4]([CH:12]([CH2:24][CH:25]2[CH2:30][CH2:29][O:28][CH2:27][CH2:26]2)[C:13]([NH:15][C:16]2[CH:21]=[N:20][C:19]([C:22](=[NH:23])[NH:32][OH:33])=[CH:18][N:17]=2)=[O:14])[CH:5]=[CH:6][C:7]=1[S:8]([CH3:11])(=[O:10])=[O:9]. The catalyst class is: 40. (8) Reactant: Cl.[CH3:2][O:3][C:4]([C@H:6]1[CH2:11][CH2:10][C@@H:9]([NH2:12])[CH2:8][CH2:7]1)=[O:5].C(N(CC)CC)C.[C:20](O[C:20]([O:22][C:23]([CH3:26])([CH3:25])[CH3:24])=[O:21])([O:22][C:23]([CH3:26])([CH3:25])[CH3:24])=[O:21].O. Product: [CH3:2][O:3][C:4]([C@H:6]1[CH2:11][CH2:10][C@@H:9]([NH:12][C:20]([O:22][C:23]([CH3:26])([CH3:25])[CH3:24])=[O:21])[CH2:8][CH2:7]1)=[O:5]. The catalyst class is: 22.